From a dataset of Full USPTO retrosynthesis dataset with 1.9M reactions from patents (1976-2016). Predict the reactants needed to synthesize the given product. (1) Given the product [CH2:1]([O:8][C:9]1[CH:14]=[CH:13][C:12]([CH2:15][C:16]([OH:18])=[O:17])=[C:11]([C:23]#[N:24])[CH:10]=1)[C:2]1[CH:3]=[CH:4][CH:5]=[CH:6][CH:7]=1, predict the reactants needed to synthesize it. The reactants are: [CH2:1]([O:8][C:9]1[CH:14]=[CH:13][C:12]([CH2:15][C:16]([O:18]C(C)(C)C)=[O:17])=[C:11]([C:23]#[N:24])[CH:10]=1)[C:2]1[CH:7]=[CH:6][CH:5]=[CH:4][CH:3]=1.C(O)(C(F)(F)F)=O. (2) Given the product [NH2:1][C:2]1[N:6]([CH3:7])[C:5](=[O:8])[C:4]([C:15]2[CH:16]=[C:17]([C:28]3[CH:29]=[C:24]([O:23][CH3:22])[CH:25]=[C:26]([OH:39])[CH:27]=3)[CH:18]=[CH:19][CH:20]=2)([C:9]2[CH:14]=[CH:13][CH:12]=[CH:11][CH:10]=2)[N:3]=1, predict the reactants needed to synthesize it. The reactants are: [NH2:1][C:2]1[N:6]([CH3:7])[C:5](=[O:8])[C:4]([C:15]2[CH:20]=[CH:19][CH:18]=[C:17](Br)[CH:16]=2)([C:9]2[CH:14]=[CH:13][CH:12]=[CH:11][CH:10]=2)[N:3]=1.[CH3:22][O:23][C:24]1[CH:25]=[C:26]([OH:39])[CH:27]=[C:28](B2OC(C)(C)C(C)(C)O2)[CH:29]=1. (3) Given the product [ClH:1].[Br:20][C:21]1[CH:22]=[C:23]([NH:30][C:2]2[C:3]3[N:4]([C:16]([CH3:19])=[CH:17][CH:18]=3)[C:5]([C:8]([N:10]3[CH2:15][CH2:14][O:13][CH2:12][CH2:11]3)=[O:9])=[CH:6][N:7]=2)[C:24]2[O:28][CH2:27][CH2:26][C:25]=2[CH:29]=1, predict the reactants needed to synthesize it. The reactants are: [Cl:1][C:2]1[C:3]2[N:4]([C:16]([CH3:19])=[CH:17][CH:18]=2)[C:5]([C:8]([N:10]2[CH2:15][CH2:14][O:13][CH2:12][CH2:11]2)=[O:9])=[CH:6][N:7]=1.[Br:20][C:21]1[CH:22]=[C:23]([NH2:30])[C:24]2[O:28][CH2:27][CH2:26][C:25]=2[CH:29]=1. (4) The reactants are: O=P(Cl)(Cl)[Cl:3].C(N(CC)CC)C.[C:13]([O:17][C:18]([N:20]1[CH2:32][C:31]2[S:30][C:29]3[N:28]=[CH:27][NH:26][C:25](=O)[C:24]=3[C:23]=2[CH2:22][CH2:21]1)=[O:19])([CH3:16])([CH3:15])[CH3:14].C(=O)(O)[O-].[Na+]. Given the product [C:13]([O:17][C:18]([N:20]1[CH2:32][C:31]2[S:30][C:29]3[N:28]=[CH:27][N:26]=[C:25]([Cl:3])[C:24]=3[C:23]=2[CH2:22][CH2:21]1)=[O:19])([CH3:16])([CH3:15])[CH3:14], predict the reactants needed to synthesize it. (5) Given the product [OH:23][C@H:19]1[C:18]2[C:9](=[CH:10][C:11]3[C:16]([CH:17]=2)=[CH:15][CH:14]=[CH:13][CH:12]=3)[C@H:8]([OH:24])[C:7]2[CH:6]=[C:5]3[C:22]([CH:1]=[CH:2][CH:3]=[CH:4]3)=[CH:21][C:20]1=2, predict the reactants needed to synthesize it. The reactants are: [CH:1]1[C:22]2[C:5](=[CH:6][C:7]3[C:8](=[O:24])[C:9]4[C:18]([C:19](=[O:23])[C:20]=3[CH:21]=2)=[CH:17][C:16]2[C:11](=[CH:12][CH:13]=[CH:14][CH:15]=2)[CH:10]=4)[CH:4]=[CH:3][CH:2]=1.[BH4-].[Na+]. (6) The reactants are: [CH2:1]([NH:8][CH2:9][CH2:10][O:11][C:12]1[CH:20]=[C:19]2[C:15]([C:16]([CH3:28])=[N:17][N:18]2[C:21]([O:23][C:24]([CH3:27])([CH3:26])[CH3:25])=[O:22])=[CH:14][CH:13]=1)[C:2]1[CH:7]=[CH:6][CH:5]=[CH:4][CH:3]=1.[Cl:29][C:30]1[CH:35]=[CH:34][C:33]([C@@H:36]2[CH2:38][O:37]2)=[CH:32][C:31]=1[N+:39]([O-:41])=[O:40]. Given the product [CH2:1]([N:8]([CH2:38][C@@H:36]([C:33]1[CH:34]=[CH:35][C:30]([Cl:29])=[C:31]([N+:39]([O-:41])=[O:40])[CH:32]=1)[OH:37])[CH2:9][CH2:10][O:11][C:12]1[CH:20]=[C:19]2[C:15]([C:16]([CH3:28])=[N:17][N:18]2[C:21]([O:23][C:24]([CH3:25])([CH3:27])[CH3:26])=[O:22])=[CH:14][CH:13]=1)[C:2]1[CH:3]=[CH:4][CH:5]=[CH:6][CH:7]=1, predict the reactants needed to synthesize it.